This data is from NCI-60 drug combinations with 297,098 pairs across 59 cell lines. The task is: Regression. Given two drug SMILES strings and cell line genomic features, predict the synergy score measuring deviation from expected non-interaction effect. (1) Drug 1: C#CCC(CC1=CN=C2C(=N1)C(=NC(=N2)N)N)C3=CC=C(C=C3)C(=O)NC(CCC(=O)O)C(=O)O. Drug 2: B(C(CC(C)C)NC(=O)C(CC1=CC=CC=C1)NC(=O)C2=NC=CN=C2)(O)O. Cell line: RPMI-8226. Synergy scores: CSS=57.0, Synergy_ZIP=3.00, Synergy_Bliss=0.0718, Synergy_Loewe=-6.95, Synergy_HSA=-8.81. (2) Drug 1: C1=CN(C(=O)N=C1N)C2C(C(C(O2)CO)O)O.Cl. Drug 2: CC1=C(C(=O)C2=C(C1=O)N3CC4C(C3(C2COC(=O)N)OC)N4)N. Cell line: NCI-H460. Synergy scores: CSS=58.5, Synergy_ZIP=0.723, Synergy_Bliss=-0.708, Synergy_Loewe=-3.59, Synergy_HSA=1.90. (3) Drug 1: C1=CC(=CC=C1CCC2=CNC3=C2C(=O)NC(=N3)N)C(=O)NC(CCC(=O)O)C(=O)O. Drug 2: CC1=C(C(CCC1)(C)C)C=CC(=CC=CC(=CC(=O)O)C)C. Cell line: SNB-19. Synergy scores: CSS=27.3, Synergy_ZIP=1.11, Synergy_Bliss=-0.852, Synergy_Loewe=-21.5, Synergy_HSA=-4.26. (4) Drug 1: CC1=C2C(C(=O)C3(C(CC4C(C3C(C(C2(C)C)(CC1OC(=O)C(C(C5=CC=CC=C5)NC(=O)C6=CC=CC=C6)O)O)OC(=O)C7=CC=CC=C7)(CO4)OC(=O)C)O)C)OC(=O)C. Drug 2: C1CNP(=O)(OC1)N(CCCl)CCCl. Cell line: SW-620. Synergy scores: CSS=52.9, Synergy_ZIP=6.60, Synergy_Bliss=7.22, Synergy_Loewe=-73.6, Synergy_HSA=7.21. (5) Cell line: OVCAR-8. Drug 1: C#CCC(CC1=CN=C2C(=N1)C(=NC(=N2)N)N)C3=CC=C(C=C3)C(=O)NC(CCC(=O)O)C(=O)O. Synergy scores: CSS=-1.01, Synergy_ZIP=-1.56, Synergy_Bliss=-2.66, Synergy_Loewe=-6.26, Synergy_HSA=-6.32. Drug 2: C1CN(P(=O)(OC1)NCCCl)CCCl. (6) Drug 1: CCN(CC)CCNC(=O)C1=C(NC(=C1C)C=C2C3=C(C=CC(=C3)F)NC2=O)C. Drug 2: CCC1(CC2CC(C3=C(CCN(C2)C1)C4=CC=CC=C4N3)(C5=C(C=C6C(=C5)C78CCN9C7C(C=CC9)(C(C(C8N6C)(C(=O)OC)O)OC(=O)C)CC)OC)C(=O)OC)O.OS(=O)(=O)O. Cell line: NCI-H522. Synergy scores: CSS=2.83, Synergy_ZIP=1.78, Synergy_Bliss=2.15, Synergy_Loewe=-14.1, Synergy_HSA=-3.95. (7) Drug 1: CC1=C(C=C(C=C1)C(=O)NC2=CC(=CC(=C2)C(F)(F)F)N3C=C(N=C3)C)NC4=NC=CC(=N4)C5=CN=CC=C5. Drug 2: CN(C(=O)NC(C=O)C(C(C(CO)O)O)O)N=O. Cell line: TK-10. Synergy scores: CSS=-2.98, Synergy_ZIP=3.32, Synergy_Bliss=4.67, Synergy_Loewe=-1.94, Synergy_HSA=-2.00. (8) Drug 1: C1=NC2=C(N1)C(=S)N=CN2. Drug 2: COC1=NC(=NC2=C1N=CN2C3C(C(C(O3)CO)O)O)N. Cell line: NCIH23. Synergy scores: CSS=-5.27, Synergy_ZIP=-4.27, Synergy_Bliss=-11.9, Synergy_Loewe=-13.4, Synergy_HSA=-11.9. (9) Drug 1: CN(CCCl)CCCl.Cl. Drug 2: C1C(C(OC1N2C=NC3=C2NC=NCC3O)CO)O. Cell line: HCT116. Synergy scores: CSS=52.0, Synergy_ZIP=-3.48, Synergy_Bliss=-4.42, Synergy_Loewe=-8.64, Synergy_HSA=-3.15.